Dataset: Aqueous solubility values for 9,982 compounds from the AqSolDB database. Task: Regression/Classification. Given a drug SMILES string, predict its absorption, distribution, metabolism, or excretion properties. Task type varies by dataset: regression for continuous measurements (e.g., permeability, clearance, half-life) or binary classification for categorical outcomes (e.g., BBB penetration, CYP inhibition). For this dataset (solubility_aqsoldb), we predict Y. (1) The drug is COCOC(=O)c1ccccc1O. The Y is -2.30 log mol/L. (2) The molecule is C#CC1(OC(C)=O)CCCCC1. The Y is -2.35 log mol/L. (3) The molecule is O=C(O)C(Cl)(Cl)Cl. The Y is 0.519 log mol/L. (4) The compound is ClC=C(Cl)Cl. The Y is -1.96 log mol/L. (5) The drug is S=C(N=Nc1ccccc1)NNc1ccccc1. The Y is -6.61 log mol/L. (6) The drug is COc1cc(S(=O)(=O)[O-])c(C)cc1N/N=C1/C(=O)C=Cc2cc(S(=O)(=O)[O-])ccc21.[Na+].[Na+]. The Y is -0.441 log mol/L.